Predict the reactants needed to synthesize the given product. From a dataset of Full USPTO retrosynthesis dataset with 1.9M reactions from patents (1976-2016). (1) Given the product [CH2:1]([N:3]1[CH2:8][CH2:7][CH2:6][CH2:5][CH:4]1[C:9]1[CH:10]=[CH:11][C:12]([CH2:15][CH2:16][NH:17][C:32]([C:29]2[CH:28]=[CH:27][C:26]([C:23]3[CH:24]=[CH:25][C:20]([Cl:19])=[CH:21][CH:22]=3)=[CH:31][CH:30]=2)=[O:33])=[CH:13][CH:14]=1)[CH3:2], predict the reactants needed to synthesize it. The reactants are: [CH2:1]([N:3]1[CH2:8][CH2:7][CH2:6][CH2:5][CH:4]1[C:9]1[CH:14]=[CH:13][C:12]([CH2:15][CH2:16][NH2:17])=[CH:11][CH:10]=1)[CH3:2].I.[Cl:19][C:20]1[CH:25]=[CH:24][C:23]([C:26]2[CH:31]=[CH:30][C:29]([C:32](O)=[O:33])=[CH:28][CH:27]=2)=[CH:22][CH:21]=1. (2) Given the product [Cl:1][C:2]1[CH:7]=[C:6]([Cl:8])[CH:5]=[CH:4][C:3]=1[C:9]1[CH:14]=[CH:13][C:12]([S:15]([NH:18][C:19]2[CH:29]=[CH:28][CH:27]=[C:21]([CH2:22][N:24]([CH3:26])[CH3:25])[CH:20]=2)(=[O:17])=[O:16])=[CH:11][CH:10]=1, predict the reactants needed to synthesize it. The reactants are: [Cl:1][C:2]1[CH:7]=[C:6]([Cl:8])[CH:5]=[CH:4][C:3]=1[C:9]1[CH:14]=[CH:13][C:12]([S:15]([NH:18][C:19]2[CH:20]=[C:21]([CH:27]=[CH:28][CH:29]=2)[C:22]([N:24]([CH3:26])[CH3:25])=O)(=[O:17])=[O:16])=[CH:11][CH:10]=1.B.[Cl-].[NH4+].